This data is from Merck oncology drug combination screen with 23,052 pairs across 39 cell lines. The task is: Regression. Given two drug SMILES strings and cell line genomic features, predict the synergy score measuring deviation from expected non-interaction effect. (1) Drug 1: O=P1(N(CCCl)CCCl)NCCCO1. Drug 2: Cn1cc(-c2cnn3c(N)c(Br)c(C4CCCNC4)nc23)cn1. Cell line: HT144. Synergy scores: synergy=11.4. (2) Drug 1: O=S1(=O)NC2(CN1CC(F)(F)F)C1CCC2Cc2cc(C=CCN3CCC(C(F)(F)F)CC3)ccc2C1. Drug 2: COC12C(COC(N)=O)C3=C(C(=O)C(C)=C(N)C3=O)N1CC1NC12. Cell line: OV90. Synergy scores: synergy=-4.53. (3) Drug 1: CNC(=O)c1cc(Oc2ccc(NC(=O)Nc3ccc(Cl)c(C(F)(F)F)c3)cc2)ccn1. Drug 2: CCc1cnn2c(NCc3ccc[n+]([O-])c3)cc(N3CCCCC3CCO)nc12. Cell line: CAOV3. Synergy scores: synergy=-8.92. (4) Drug 1: N#Cc1ccc(Cn2cncc2CN2CCN(c3cccc(Cl)c3)C(=O)C2)cc1. Drug 2: CCc1c2c(nc3ccc(O)cc13)-c1cc3c(c(=O)n1C2)COC(=O)C3(O)CC. Cell line: ES2. Synergy scores: synergy=3.06. (5) Drug 1: CN(C)C(=N)N=C(N)N. Drug 2: Cn1cc(-c2cnn3c(N)c(Br)c(C4CCCNC4)nc23)cn1. Cell line: A2780. Synergy scores: synergy=0.188. (6) Drug 1: Cn1c(=O)n(-c2ccc(C(C)(C)C#N)cc2)c2c3cc(-c4cnc5ccccc5c4)ccc3ncc21. Drug 2: Cn1cc(-c2cnn3c(N)c(Br)c(C4CCCNC4)nc23)cn1. Cell line: SW837. Synergy scores: synergy=-166.